Task: Predict the reactants needed to synthesize the given product.. Dataset: Full USPTO retrosynthesis dataset with 1.9M reactions from patents (1976-2016) (1) Given the product [O:20]1[CH2:25][CH2:24][N:23]([C:26]2[N:31]=[CH:30][C:29]([NH:32][C:2]3[N:3]=[CH:4][C:5]4[S:10][CH:9]=[C:8]([C:11]5[CH:16]=[CH:15][CH:14]=[C:13]([N+:17]([O-:19])=[O:18])[CH:12]=5)[C:6]=4[N:7]=3)=[CH:28][CH:27]=2)[CH2:22][CH2:21]1, predict the reactants needed to synthesize it. The reactants are: Cl[C:2]1[N:3]=[CH:4][C:5]2[S:10][CH:9]=[C:8]([C:11]3[CH:16]=[CH:15][CH:14]=[C:13]([N+:17]([O-:19])=[O:18])[CH:12]=3)[C:6]=2[N:7]=1.[O:20]1[CH2:25][CH2:24][N:23]([C:26]2[N:31]=[CH:30][C:29]([NH2:32])=[CH:28][CH:27]=2)[CH2:22][CH2:21]1. (2) Given the product [SH:23][C:20]1[S:22][C:7]2[CH2:6][CH2:5][C:4]3[C:9](=[CH:10][CH:11]=[CH:2][C:3]=3[O:13][CH2:14][C:15]([O:17][CH2:18][CH3:19])=[O:16])[C:8]=2[N:21]=1, predict the reactants needed to synthesize it. The reactants are: Br[C:2]1[CH:11]=[CH:10][C:9]2[C:8](=O)[CH2:7][CH2:6][CH2:5][C:4]=2[C:3]=1[O:13][CH2:14][C:15]([O:17][CH2:18][CH3:19])=[O:16].[C:20](=[S:23])([S-:22])[NH2:21].[NH4+]. (3) Given the product [NH2:20][CH2:19][CH2:18][CH:17]([C:13]1[CH:14]=[CH:15][CH:16]=[C:11]([S:9]([CH2:5][CH2:6][CH2:7][CH3:8])=[O:10])[CH:12]=1)[OH:21], predict the reactants needed to synthesize it. The reactants are: B.CSC.[CH2:5]([S:9]([C:11]1[CH:12]=[C:13]([CH:17]([OH:21])[CH2:18][C:19]#[N:20])[CH:14]=[CH:15][CH:16]=1)=[O:10])[CH2:6][CH2:7][CH3:8]. (4) Given the product [Cl:1][C:2]1[CH:7]=[CH:6][C:5]2[N:4]([C:12]([C@@H:11]([OH:10])[CH3:15])=[N:9][N:8]=2)[N:3]=1, predict the reactants needed to synthesize it. The reactants are: [Cl:1][C:2]1[N:3]=[N:4][C:5]([NH:8][NH2:9])=[CH:6][CH:7]=1.[OH:10][C@@H:11]([CH3:15])[C:12](O)=O.CC1C=CC(S(O)(=O)=O)=CC=1.O. (5) Given the product [Cl:15][C:16]1[CH:17]=[CH:18][C:19]([C@H:22]2[C@@H:27]([C:28]3[CH:29]=[CH:30][C:31]([Cl:34])=[CH:32][CH:33]=3)[N:26]([C@H:35]([CH2:41][CH2:42][CH3:43])[C:36]([O:38][CH2:39][CH3:40])=[O:37])[C:25](=[O:44])[C@H:24]([CH2:45][CH2:51][CH2:50][N:49]3[CH2:12][CH2:11][O:13][CH2:53][CH2:54]3)[O:23]2)=[CH:20][CH:21]=1, predict the reactants needed to synthesize it. The reactants are: C(O[BH-](O[C:11](=[O:13])[CH3:12])OC(=O)C)(=O)C.[Na+].[Cl:15][C:16]1[CH:21]=[CH:20][C:19]([C@H:22]2[C@@H:27]([C:28]3[CH:33]=[CH:32][C:31]([Cl:34])=[CH:30][CH:29]=3)[N:26]([C@H:35]([CH2:41][CH2:42][CH3:43])[C:36]([O:38][CH2:39][CH3:40])=[O:37])[C:25](=[O:44])[C@H:24]([CH2:45]CC=O)[O:23]2)=[CH:18][CH:17]=1.[NH:49]1[CH2:54][CH2:53]O[CH2:51][CH2:50]1.ClCCCl. (6) Given the product [F:1][C:2]([F:11])([F:12])[C:3]1[CH:4]=[C:5]([CH:8]=[CH:9][CH:10]=1)[CH2:6][NH:7][C:27](=[O:28])[CH2:26][CH2:25][C:24]1[C:20]([C:17]2[CH:18]=[CH:19][C:14]([Cl:13])=[CH:15][CH:16]=2)=[N:21][O:22][CH:23]=1, predict the reactants needed to synthesize it. The reactants are: [F:1][C:2]([F:12])([F:11])[C:3]1[CH:4]=[C:5]([CH:8]=[CH:9][CH:10]=1)[CH2:6][NH2:7].[Cl:13][C:14]1[CH:19]=[CH:18][C:17]([C:20]2[C:24]([CH2:25][CH2:26][C:27](O)=[O:28])=[CH:23][O:22][N:21]=2)=[CH:16][CH:15]=1.O.ON1C2C=CC=CC=2N=N1.Cl.C(N=C=NCCCN(C)C)C.